This data is from Full USPTO retrosynthesis dataset with 1.9M reactions from patents (1976-2016). The task is: Predict the reactants needed to synthesize the given product. (1) Given the product [CH3:1][O:2][C:3]1[CH:4]=[C:5]([O:6][CH2:7][C:8]2[S:12][C:11]([C:13]3[CH:18]=[CH:17][C:16]([C:19]([F:22])([F:20])[F:21])=[CH:15][CH:14]=3)=[N:10][C:9]=2[CH2:23][NH:46][CH2:45][CH2:44][C:43]([F:48])([F:47])[F:42])[CH:25]=[CH:26][C:27]=1[C:28]1[NH:32][C:31](=[O:33])[O:30][N:29]=1, predict the reactants needed to synthesize it. The reactants are: [CH3:1][O:2][C:3]1[CH:4]=[C:5]([CH:25]=[CH:26][C:27]=1[C:28]1[NH:32][C:31](=[O:33])[O:30][N:29]=1)[O:6][CH2:7][C:8]1[S:12][C:11]([C:13]2[CH:18]=[CH:17][C:16]([C:19]([F:22])([F:21])[F:20])=[CH:15][CH:14]=2)=[N:10][C:9]=1[CH:23]=O.C(N(CC)CC)C.Cl.[F:42][C:43]([F:48])([F:47])[CH2:44][CH2:45][NH2:46].[BH4-].[Na+]. (2) Given the product [CH2:1]([O:8][C:9]([N:11]1[CH2:15][CH2:14][CH2:13][C@H:12]1[C:16](=[O:32])[NH:17][C:18]1[S:19][C:20]([C:23]2[CH:28]=[CH:27][C:26]([C:29](=[O:30])[NH:47][CH:46]3[CH2:44][CH2:45]3)=[CH:25][CH:24]=2)=[CH:21][N:22]=1)=[O:10])[C:2]1[CH:3]=[CH:4][CH:5]=[CH:6][CH:7]=1, predict the reactants needed to synthesize it. The reactants are: [CH2:1]([O:8][C:9]([N:11]1[CH2:15][CH2:14][CH2:13][C@H:12]1[C:16](=[O:32])[NH:17][C:18]1[S:19][C:20]([C:23]2[CH:28]=[CH:27][C:26]([C:29](O)=[O:30])=[CH:25][CH:24]=2)=[CH:21][N:22]=1)=[O:10])[C:2]1[CH:7]=[CH:6][CH:5]=[CH:4][CH:3]=1.CN(C(ON1N=NC2[CH:44]=[CH:45][CH:46]=[N:47]C1=2)=[N+](C)C)C.F[P-](F)(F)(F)(F)F.C1(N)CC1.